This data is from NCI-60 drug combinations with 297,098 pairs across 59 cell lines. The task is: Regression. Given two drug SMILES strings and cell line genomic features, predict the synergy score measuring deviation from expected non-interaction effect. (1) Drug 1: CC1=CC2C(CCC3(C2CCC3(C(=O)C)OC(=O)C)C)C4(C1=CC(=O)CC4)C. Drug 2: CCCCC(=O)OCC(=O)C1(CC(C2=C(C1)C(=C3C(=C2O)C(=O)C4=C(C3=O)C=CC=C4OC)O)OC5CC(C(C(O5)C)O)NC(=O)C(F)(F)F)O. Cell line: BT-549. Synergy scores: CSS=-4.54, Synergy_ZIP=0.0512, Synergy_Bliss=-3.56, Synergy_Loewe=-8.38, Synergy_HSA=-5.90. (2) Drug 1: CC1=C2C(C(=O)C3(C(CC4C(C3C(C(C2(C)C)(CC1OC(=O)C(C(C5=CC=CC=C5)NC(=O)OC(C)(C)C)O)O)OC(=O)C6=CC=CC=C6)(CO4)OC(=O)C)OC)C)OC. Drug 2: CC1=CC=C(C=C1)C2=CC(=NN2C3=CC=C(C=C3)S(=O)(=O)N)C(F)(F)F. Cell line: NCIH23. Synergy scores: CSS=62.5, Synergy_ZIP=14.4, Synergy_Bliss=13.6, Synergy_Loewe=-4.99, Synergy_HSA=16.3. (3) Drug 1: COC1=NC(=NC2=C1N=CN2C3C(C(C(O3)CO)O)O)N. Drug 2: CCC1=C2CN3C(=CC4=C(C3=O)COC(=O)C4(CC)O)C2=NC5=C1C=C(C=C5)O. Cell line: SK-OV-3. Synergy scores: CSS=12.5, Synergy_ZIP=-4.94, Synergy_Bliss=-1.97, Synergy_Loewe=-27.7, Synergy_HSA=-5.72. (4) Drug 1: C1=CC(=CC=C1C#N)C(C2=CC=C(C=C2)C#N)N3C=NC=N3. Drug 2: CC1C(C(CC(O1)OC2CC(OC(C2O)C)OC3=CC4=CC5=C(C(=O)C(C(C5)C(C(=O)C(C(C)O)O)OC)OC6CC(C(C(O6)C)O)OC7CC(C(C(O7)C)O)OC8CC(C(C(O8)C)O)(C)O)C(=C4C(=C3C)O)O)O)O. Cell line: M14. Synergy scores: CSS=35.0, Synergy_ZIP=0.110, Synergy_Bliss=0.329, Synergy_Loewe=-17.9, Synergy_HSA=-2.24. (5) Drug 1: CCC1(CC2CC(C3=C(CCN(C2)C1)C4=CC=CC=C4N3)(C5=C(C=C6C(=C5)C78CCN9C7C(C=CC9)(C(C(C8N6C=O)(C(=O)OC)O)OC(=O)C)CC)OC)C(=O)OC)O.OS(=O)(=O)O. Drug 2: CC(C)NC(=O)C1=CC=C(C=C1)CNNC.Cl. Cell line: HOP-62. Synergy scores: CSS=20.1, Synergy_ZIP=-6.28, Synergy_Bliss=-4.75, Synergy_Loewe=-76.9, Synergy_HSA=-5.52. (6) Drug 1: CN(C)C1=NC(=NC(=N1)N(C)C)N(C)C. Drug 2: C1=CC(=CC=C1CCCC(=O)O)N(CCCl)CCCl. Cell line: HOP-92. Synergy scores: CSS=27.1, Synergy_ZIP=-10.6, Synergy_Bliss=-7.23, Synergy_Loewe=-15.9, Synergy_HSA=-7.80.